The task is: Regression. Given a peptide amino acid sequence and an MHC pseudo amino acid sequence, predict their binding affinity value. This is MHC class II binding data.. This data is from Peptide-MHC class II binding affinity with 134,281 pairs from IEDB. (1) The peptide sequence is PGHGISVGSLGRYKD. The MHC is DRB1_1602 with pseudo-sequence DRB1_1602. The binding affinity (normalized) is 0.182. (2) The peptide sequence is IQAEFYLNPDQSGEF. The MHC is DRB1_1201 with pseudo-sequence DRB1_1201. The binding affinity (normalized) is 0.368.